Predict which catalyst facilitates the given reaction. From a dataset of Catalyst prediction with 721,799 reactions and 888 catalyst types from USPTO. (1) Reactant: [CH3:1][C:2]1[N:7]=[C:6]([SH:8])[N:5]=[C:4]([OH:9])[CH:3]=1.C(=O)([O-])[O-].[K+].[K+].Br[CH2:17][C:18]1[N:19]=[C:20]2[CH:25]=[CH:24][CH:23]=[CH:22][N:21]2[CH:26]=1. Product: [N:19]1[C:18]([CH2:17][S:8][C:6]2[N:5]=[C:4]([OH:9])[CH:3]=[C:2]([CH3:1])[N:7]=2)=[CH:26][N:21]2[CH:22]=[CH:23][CH:24]=[CH:25][C:20]=12. The catalyst class is: 3. (2) Reactant: [CH:1]1([OH:11])[CH:10]2[CH:5]([CH2:6][CH2:7][CH2:8][CH2:9]2)[CH2:4][CH2:3][CH2:2]1.[C:12]([O:15][CH:16]1[CH:21]([N:22]([CH3:24])[CH3:23])[CH2:20][CH:19]([CH3:25])[O:18][CH:17]1F)(=[O:14])[CH3:13].B(F)(F)F.CCOCC. Product: [C:12]([O:15][CH:16]1[CH:21]([N:22]([CH3:23])[CH3:24])[CH2:20][CH:19]([CH3:25])[O:18][CH:17]1[O:11][CH:1]1[CH:10]2[CH:5]([CH2:6][CH2:7][CH2:8][CH2:9]2)[CH2:4][CH2:3][CH2:2]1)(=[O:14])[CH3:13]. The catalyst class is: 13. (3) Reactant: [F:1][C:2]1[CH:7]=[CH:6][CH:5]=[CH:4][C:3]=1[CH:8]([C:13]1[C:21]2[C:16](=[CH:17][C:18]([C:22]([N:24]3[CH2:29][CH2:28][O:27][CH2:26][CH2:25]3)=[O:23])=[CH:19][CH:20]=2)[NH:15][CH:14]=1)[CH2:9][N+:10]([O-])=O. Product: [NH2:10][CH2:9][CH:8]([C:13]1[C:21]2[C:16](=[CH:17][C:18]([C:22]([N:24]3[CH2:25][CH2:26][O:27][CH2:28][CH2:29]3)=[O:23])=[CH:19][CH:20]=2)[NH:15][CH:14]=1)[C:3]1[CH:4]=[CH:5][CH:6]=[CH:7][C:2]=1[F:1]. The catalyst class is: 94. (4) Reactant: [C:1]([C:3]1[CH:8]=[CH:7][C:6]([CH:9]2[N:21]3[C:13](=[N:14][C:15]4[N:16]=[CH:17][N:18]=[CH:19][C:20]=43)[NH:12][C:11]([CH3:22])=[C:10]2[C:23]([O:25][CH2:26][CH3:27])=[O:24])=[CH:5][CH:4]=1)#[N:2].[F:28][C:29]([F:40])([F:39])[C:30]1[CH:31]=[C:32](B(O)O)[CH:33]=[CH:34][CH:35]=1.N1C=CC=CC=1.C(N(CC)CC)C. Product: [C:1]([C:3]1[CH:8]=[CH:7][C:6]([CH:9]2[N:21]3[C:13](=[N:14][C:15]4[N:16]=[CH:17][N:18]=[CH:19][C:20]=43)[N:12]([C:34]3[CH:33]=[CH:32][CH:31]=[C:30]([C:29]([F:40])([F:39])[F:28])[CH:35]=3)[C:11]([CH3:22])=[C:10]2[C:23]([O:25][CH2:26][CH3:27])=[O:24])=[CH:5][CH:4]=1)#[N:2]. The catalyst class is: 732. (5) Reactant: [Cl:1][C:2]1[CH:3]=[C:4]([C:9]2([C:12]([F:15])([F:14])[F:13])[CH2:11][O:10]2)[CH:5]=[C:6]([Cl:8])[CH:7]=1.[Br:16][C:17]1[CH:23]=[CH:22][C:20]([NH2:21])=[CH:19][C:18]=1[Cl:24]. Product: [Br:16][C:17]1[CH:23]=[CH:22][C:20]([NH:21][CH2:11][C:9]([C:4]2[CH:3]=[C:2]([Cl:1])[CH:7]=[C:6]([Cl:8])[CH:5]=2)([OH:10])[C:12]([F:15])([F:14])[F:13])=[CH:19][C:18]=1[Cl:24]. The catalyst class is: 8. (6) Reactant: CC([O:5][C:6](=[O:36])[CH2:7][NH:8][C:9]1[C:14]([C:15]2[CH:20]=[CH:19][C:18]([Cl:21])=[C:17]([C:22]([NH:24][CH2:25][C:26]34[CH2:35][CH:30]5[CH2:31][CH:32]([CH2:34][CH:28]([CH2:29]5)[CH2:27]3)[CH2:33]4)=[O:23])[CH:16]=2)=[CH:13][CH:12]=[CH:11][N:10]=1)(C)C.FC(F)(F)C(O)=O.C(=O)(O)[O-].[Na+]. Product: [Cl:21][C:18]1[CH:19]=[CH:20][C:15]([C:14]2[C:9]([NH:8][CH2:7][C:6]([OH:36])=[O:5])=[N:10][CH:11]=[CH:12][CH:13]=2)=[CH:16][C:17]=1[C:22]([NH:24][CH2:25][C:26]12[CH2:35][CH:30]3[CH2:29][CH:28]([CH2:34][CH:32]([CH2:31]3)[CH2:33]1)[CH2:27]2)=[O:23]. The catalyst class is: 4. (7) Reactant: Cl[CH2:2][C:3]1[CH:4]=[C:5]([F:13])[C:6]2[O:11][CH2:10][CH2:9][O:8][C:7]=2[CH:12]=1.[C-:14]#[N:15].[K+].C(OCC)(=O)C. Product: [F:13][C:5]1[C:6]2[O:11][CH2:10][CH2:9][O:8][C:7]=2[CH:12]=[C:3]([CH2:2][C:14]#[N:15])[CH:4]=1. The catalyst class is: 3. (8) Reactant: [O:1]=[S:2]1(=[O:8])[CH2:6][CH2:5][C@H:4]([NH2:7])[CH2:3]1.[Br:9][C:10]1[CH:15]=[CH:14][C:13]([S:16](Cl)(=[O:18])=[O:17])=[CH:12][CH:11]=1.C(N(CC)CC)C.O. Product: [Br:9][C:10]1[CH:15]=[CH:14][C:13]([S:16]([NH:7][C@H:4]2[CH2:5][CH2:6][S:2](=[O:8])(=[O:1])[CH2:3]2)(=[O:18])=[O:17])=[CH:12][CH:11]=1. The catalyst class is: 4.